Predict the reactants needed to synthesize the given product. From a dataset of Full USPTO retrosynthesis dataset with 1.9M reactions from patents (1976-2016). (1) Given the product [CH2:1]([N:8]([CH3:26])[C:9]1[CH:14]=[CH:13][N:12]([CH2:15][CH2:16][C:17]2[CH:22]=[CH:21][C:20]([CH2:23][N:27]3[CH2:32][CH2:31][CH:30]([NH:33][C:34](=[O:36])[CH3:35])[CH2:29][CH2:28]3)=[CH:19][CH:18]=2)[C:11](=[O:25])[CH:10]=1)[C:2]1[CH:7]=[CH:6][CH:5]=[CH:4][CH:3]=1, predict the reactants needed to synthesize it. The reactants are: [CH2:1]([N:8]([CH3:26])[C:9]1[CH:14]=[CH:13][N:12]([CH2:15][CH2:16][C:17]2[CH:22]=[CH:21][C:20]([CH2:23]Br)=[CH:19][CH:18]=2)[C:11](=[O:25])[CH:10]=1)[C:2]1[CH:7]=[CH:6][CH:5]=[CH:4][CH:3]=1.[NH:27]1[CH2:32][CH2:31][CH:30]([NH:33][C:34](=[O:36])[CH3:35])[CH2:29][CH2:28]1. (2) Given the product [Cl:3][C:4]1[C:14]([O:15][CH2:16][CH2:17][N:18]2[CH:22]=[N:21][N:20]=[N:19]2)=[C:13]([Cl:23])[CH:12]=[CH:11][C:5]=1[C:6]([OH:8])=[O:7], predict the reactants needed to synthesize it. The reactants are: CO.[Cl:3][C:4]1[C:14]([O:15][CH2:16][CH2:17][N:18]2[CH:22]=[N:21][N:20]=[N:19]2)=[C:13]([Cl:23])[CH:12]=[CH:11][C:5]=1[C:6]([O:8]CC)=[O:7].[OH-].[Na+]. (3) The reactants are: [C:1]1([C@H:7]([CH3:10])[CH2:8][NH2:9])[CH:6]=[CH:5][CH:4]=[CH:3][CH:2]=1.[Cl:11][C:12]1[C:19]([C:20]([F:23])([F:22])[F:21])=[CH:18][CH:17]=[CH:16][C:13]=1[CH:14]=O.C(O[BH-](OC(=O)C)OC(=O)C)(=O)C.[Na+].O. Given the product [Cl:11][C:12]1[C:19]([C:20]([F:21])([F:22])[F:23])=[CH:18][CH:17]=[CH:16][C:13]=1[CH2:14][NH:9][CH2:8][C@H:7]([C:1]1[CH:6]=[CH:5][CH:4]=[CH:3][CH:2]=1)[CH3:10], predict the reactants needed to synthesize it.